From a dataset of Forward reaction prediction with 1.9M reactions from USPTO patents (1976-2016). Predict the product of the given reaction. (1) Given the reactants [F:1][CH2:2][C:3]([OH:5])=O.OC1C2N=NNC=2C=CC=1.[NH2:16][C@H:17]1[CH2:26][CH2:25][C:24]2[C:23]([S:27]([NH:30][C:31]3[CH:36]=[CH:35][CH:34]=[CH:33][CH:32]=3)(=[O:29])=[O:28])=[CH:22][CH:21]=[C:20]([O:37][CH3:38])[C:19]=2[CH2:18]1.CCN(C(C)C)C(C)C, predict the reaction product. The product is: [NH:30]([S:27]([C:23]1[CH:22]=[CH:21][C:20]([O:37][CH3:38])=[C:19]2[C:24]=1[CH2:25][CH2:26][C@H:17]([NH:16][C:3](=[O:5])[CH2:2][F:1])[CH2:18]2)(=[O:28])=[O:29])[C:31]1[CH:32]=[CH:33][CH:34]=[CH:35][CH:36]=1. (2) The product is: [F:18][C:15]([F:16])([F:17])[C:14]1[C:9]([NH2:8])=[N:10][CH:11]=[CH:12][CH:13]=1. Given the reactants COC1C=CC(C[NH:8][C:9]2[C:14]([C:15]([F:18])([F:17])[F:16])=[CH:13][CH:12]=[CH:11][N:10]=2)=CC=1.[OH-].[Na+], predict the reaction product. (3) Given the reactants [OH:1][C:2]1[CH:7]=[C:6]([CH2:8][NH:9][CH:10]=[C:11]2[C:20]3[C:15](=[CH:16][CH:17]=[C:18]([I:21])[CH:19]=3)[C:14](=[O:22])[NH:13][C:12]2=[O:23])[CH:5]=[CH:4][C:3]=1C1C=CC=CC=1.[I:30]C1C=C2C(=CC=1)C(=O)NC(=O)C2=COC.NCC1C=C(O)C=CC=1I, predict the reaction product. The product is: [OH:1][C:2]1[CH:3]=[CH:4][C:5]([I:30])=[C:6]([CH:7]=1)[CH2:8][NH:9][CH:10]=[C:11]1[C:20]2[C:15](=[CH:16][CH:17]=[C:18]([I:21])[CH:19]=2)[C:14](=[O:22])[NH:13][C:12]1=[O:23]. (4) Given the reactants [Br:1][C:2]1[CH:3]=[CH:4][C:5]([OH:11])=[C:6]([C:8](=O)[CH3:9])[CH:7]=1.[C:12](=O)([O-])[O-].BrC[C:18](=[O:22])[CH:19]([CH3:21])[CH3:20].[K], predict the reaction product. The product is: [Br:1][C:2]1[CH:3]=[CH:4][C:5]2[O:11][C:9]([C:18](=[O:22])[CH:19]([CH3:21])[CH3:20])=[C:8]([CH3:12])[C:6]=2[CH:7]=1. (5) Given the reactants [I:1][C:2]1[CH:3]=[N:4][C:5]2[C:10]([CH:11]=1)=[CH:9][C:8]([CH3:12])=[CH:7][CH:6]=2.[Se](=O)=[O:14], predict the reaction product. The product is: [I:1][C:2]1[CH:3]=[N:4][C:5]2[C:10]([CH:11]=1)=[CH:9][C:8]([CH:12]=[O:14])=[CH:7][CH:6]=2. (6) Given the reactants [CH3:1][O:2][C:3]1[CH:8]=[CH:7][C:6]([C:9]([CH3:13])([CH3:12])[C:10]#N)=[CH:5][CH:4]=1.[OH-:14].[K+].C(O)CO.Cl.[OH2:21], predict the reaction product. The product is: [CH3:1][O:2][C:3]1[CH:8]=[CH:7][C:6]([C:9]([CH3:13])([CH3:12])[C:10]([OH:21])=[O:14])=[CH:5][CH:4]=1.